From a dataset of hERG potassium channel inhibition data for cardiac toxicity prediction from Karim et al.. Regression/Classification. Given a drug SMILES string, predict its toxicity properties. Task type varies by dataset: regression for continuous values (e.g., LD50, hERG inhibition percentage) or binary classification for toxic/non-toxic outcomes (e.g., AMES mutagenicity, cardiotoxicity, hepatotoxicity). Dataset: herg_karim. (1) The molecule is CCOC(=O)c1sc2nc(C=Cc3ccc(-n4cnc(C)c4)c(OC)c3)nc(N)c2c1C. The result is 1 (blocker). (2) The drug is O=C1O[C@]2(CC[C@H](c3nc4ccc(OC(F)(F)F)cc4[nH]3)CC2)CN1c1cccnc1F. The result is 0 (non-blocker).